Dataset: Forward reaction prediction with 1.9M reactions from USPTO patents (1976-2016). Task: Predict the product of the given reaction. Given the reactants [C:1]1([CH:7]2[CH2:12][CH2:11][NH:10][CH2:9][CH2:8]2)[CH:6]=[CH:5][CH:4]=[CH:3][CH:2]=1.Br[CH2:14][C:15]1[CH:20]=[CH:19][C:18]([CH2:21][C:22]#[N:23])=[CH:17][CH:16]=1, predict the reaction product. The product is: [C:1]1([CH:7]2[CH2:8][CH2:9][N:10]([CH2:14][C:15]3[CH:20]=[CH:19][C:18]([CH2:21][C:22]#[N:23])=[CH:17][CH:16]=3)[CH2:11][CH2:12]2)[CH:6]=[CH:5][CH:4]=[CH:3][CH:2]=1.